Task: Predict the product of the given reaction.. Dataset: Forward reaction prediction with 1.9M reactions from USPTO patents (1976-2016) (1) Given the reactants [Br:1][C:2]1[CH:10]=[C:9]([CH3:11])[C:5]([C:6]([OH:8])=O)=[C:4]([CH3:12])[CH:3]=1.F[P-](F)(F)(F)(F)F.FC(N(C)C)=[N+](C)C.C(N(CC)CC)C.[C:35]1([S:45]([NH2:48])(=[O:47])=[O:46])[C:36]([S:41]([NH2:44])(=[O:43])=[O:42])=[CH:37][CH:38]=[CH:39][CH:40]=1, predict the reaction product. The product is: [Br:1][C:2]1[CH:3]=[C:4]([CH3:12])[C:5]([C:6]([NH:48][S:45]([C:35]2[CH:40]=[CH:39][CH:38]=[CH:37][C:36]=2[S:41](=[O:43])(=[O:42])[NH2:44])(=[O:47])=[O:46])=[O:8])=[C:9]([CH3:11])[CH:10]=1. (2) Given the reactants [NH2:1][CH:2]([CH2:5][CH2:6][C:7]([F:13])([F:12])[C:8]([F:11])([F:10])[F:9])[C:3]#[N:4].F[B-](F)(F)F.[CH2:19]([O:21][C:22](=[O:27])[C:23](SC)=[NH2+:24])[CH3:20], predict the reaction product. The product is: [NH2:4][C:3]1[NH:24][C:23]([C:22]([O:21][CH2:19][CH3:20])=[O:27])=[N:1][C:2]=1[CH2:5][CH2:6][C:7]([F:12])([F:13])[C:8]([F:10])([F:9])[F:11].